From a dataset of Forward reaction prediction with 1.9M reactions from USPTO patents (1976-2016). Predict the product of the given reaction. (1) Given the reactants [F:1][C@H:2]1[CH2:4][C@H:3]1[C:5]([NH:7][C:8]1[N:9]=[CH:10][C:11]2[C:16]([CH:17]=1)=[CH:15][CH:14]=[C:13](B1OC(C)(C)C(C)(C)O1)[CH:12]=2)=[O:6].Br[C:28]1[C:29]([CH2:35][OH:36])=[N:30][CH:31]=[CH:32][C:33]=1[CH3:34].C(=O)([O-])[O-].[K+].[K+].O1CCOCC1.O, predict the reaction product. The product is: [F:1][C@H:2]1[CH2:4][C@H:3]1[C:5]([NH:7][C:8]1[N:9]=[CH:10][C:11]2[C:16]([CH:17]=1)=[CH:15][CH:14]=[C:13]([C:28]1[C:29]([CH2:35][OH:36])=[N:30][CH:31]=[CH:32][C:33]=1[CH3:34])[CH:12]=2)=[O:6]. (2) Given the reactants C([O:3][C:4](=O)[CH2:5][C:6]1[C:7]([CH2:19][CH3:20])=[N:8][N:9]([C:13]2[CH:18]=[CH:17][CH:16]=[CH:15][N:14]=2)[C:10]=1[CH2:11][CH3:12])C.[H-].C([Al+]CC(C)C)C(C)C, predict the reaction product. The product is: [CH2:19]([C:7]1[C:6]([CH2:5][CH2:4][OH:3])=[C:10]([CH2:11][CH3:12])[N:9]([C:13]2[CH:18]=[CH:17][CH:16]=[CH:15][N:14]=2)[N:8]=1)[CH3:20]. (3) Given the reactants [CH2:1]([C:4]1[CH:12]=[CH:11][C:7]([C:8]([OH:10])=[O:9])=[CH:6][CH:5]=1)[CH2:2][CH3:3].[I:13]I, predict the reaction product. The product is: [I:13][C:5]1[CH:6]=[C:7]([CH:11]=[CH:12][C:4]=1[CH2:1][CH2:2][CH3:3])[C:8]([OH:10])=[O:9].